From a dataset of Choline transporter screen with 302,306 compounds. Binary Classification. Given a drug SMILES string, predict its activity (active/inactive) in a high-throughput screening assay against a specified biological target. (1) The drug is S(=O)(=O)(N(Cc1ccccc1)CC(=O)NC(C)C)c1ccccc1. The result is 0 (inactive). (2) The drug is S(=O)(=O)(Cc1oc(C(=O)NCCCN2CC(CC(C2)C)C)cc1)Cc1c(cccc1)C. The result is 0 (inactive). (3) The drug is s1c(C(N2CCN(CC2)c2ccc(OC)cc2)c2n(nnn2)C2CCCC2)ccc1. The result is 0 (inactive). (4) The drug is Clc1cc(NC(OCCn2c(ncc2[N+]([O-])=O)C)=O)ccc1Cl. The result is 0 (inactive). (5) The drug is Clc1ccc(CCNC(=O)C(NC(=O)c2cc(ccc2)C)C(C)C)cc1. The result is 0 (inactive). (6) The drug is S(c1ccc(c2nn(cc2/C=C(/C(=O)N2CCOCC2)C#N)c2ccccc2)cc1)CCC. The result is 0 (inactive). (7) The molecule is S1CC(=O)N(c2cc(c(cc2)C)C)C1=S. The result is 0 (inactive).